From a dataset of Full USPTO retrosynthesis dataset with 1.9M reactions from patents (1976-2016). Predict the reactants needed to synthesize the given product. (1) Given the product [NH2:1][C:2]1[O:3][CH2:4][C:5]2([N:21]=1)[C@@H:18]1[C@H:13]([CH2:14][CH2:15][CH:16]([OH:19])[CH2:17]1)[O:12][C:11]1[C:6]2=[CH:7][C:8]([C:25]2[CH:26]=[N:27][CH:28]=[C:23]([Cl:22])[CH:24]=2)=[CH:9][CH:10]=1, predict the reactants needed to synthesize it. The reactants are: [NH2:1][C:2]1[O:3][CH2:4][C:5]2([N:21]=1)[CH:18]1[CH:13]([CH2:14][CH2:15][CH:16]([OH:19])[CH2:17]1)[O:12][C:11]1[C:6]2=[CH:7][C:8](Br)=[CH:9][CH:10]=1.[Cl:22][C:23]1[CH:24]=[C:25](B(O)O)[CH:26]=[N:27][CH:28]=1.C([O-])([O-])=O.[Na+].[Na+].O1CCOCC1. (2) Given the product [CH2:48]([NH:49][C:9]1[N:14]=[C:13]2[O:15][C:16]([C:22]3[CH:23]=[CH:24][C:25]([F:28])=[CH:26][CH:27]=3)=[C:17]([C:18](=[O:21])[NH:19][CH3:20])[C:12]2=[CH:11][C:10]=1[C:29]1[CH:30]=[C:31]([CH:39]=[CH:40][CH:41]=1)[C:32]([OH:34])=[O:33])[C:42]1[CH:47]=[CH:46][CH:45]=[CH:44][CH:43]=1, predict the reactants needed to synthesize it. The reactants are: CC([O-])(CC)C.[Na+].Cl[C:9]1[N:14]=[C:13]2[O:15][C:16]([C:22]3[CH:27]=[CH:26][C:25]([F:28])=[CH:24][CH:23]=3)=[C:17]([C:18](=[O:21])[NH:19][CH3:20])[C:12]2=[CH:11][C:10]=1[C:29]1[CH:30]=[C:31]([CH:39]=[CH:40][CH:41]=1)[C:32]([O:34]C(C)(C)C)=[O:33].[C:42]1([CH2:48][NH2:49])[CH:47]=[CH:46][CH:45]=[CH:44][CH:43]=1. (3) Given the product [C:1]1([CH2:7][O:8][C:9]([C:11]2([NH:17][C:18]([N:40]3[CH2:45][CH2:44][CH2:43][CH2:42][C:41]3=[O:46])=[O:19])[CH2:12][CH2:13][CH2:14][CH2:15][CH2:16]2)=[O:10])[CH:2]=[CH:3][CH:4]=[CH:5][CH:6]=1, predict the reactants needed to synthesize it. The reactants are: [C:1]1([CH2:7][O:8][C:9]([C:11]2([NH2:17])[CH2:16][CH2:15][CH2:14][CH2:13][CH2:12]2)=[O:10])[CH:6]=[CH:5][CH:4]=[CH:3][CH:2]=1.[C:18](OC(OC(C)(C)C)=O)(OC(C)(C)C)=[O:19].C(N(CC)CC)C.[NH:40]1[CH2:45][CH2:44][CH2:43][CH2:42][C:41]1=[O:46]. (4) Given the product [ClH:1].[CH3:40][C:25]1[CH:24]=[C:23]([O:22][CH3:21])[CH:28]=[CH:27][C:26]=1[N:29]1[CH2:34][CH2:33][CH2:32][C:31]2=[C:35]([O:39][CH:2]([CH2:7][CH2:6][CH3:8])[CH2:3][CH2:4][CH3:5])[N:36]([CH3:38])[N:37]=[C:30]12, predict the reactants needed to synthesize it. The reactants are: [Cl:1][C:2]1[CH:7]=[C:6]([CH3:8])[CH:5]=[C:4](C)[C:3]=1N1CCCC2C(=O)N(C)NC1=2.[CH3:21][O:22][C:23]1[CH:28]=[CH:27][C:26]([N:29]2[CH2:34][CH2:33][CH2:32][C:31]3[C:35](=[O:39])[N:36]([CH3:38])[NH:37][C:30]2=3)=[C:25]([CH3:40])[CH:24]=1. (5) Given the product [CH3:1][C:2]([CH3:38])([CH3:37])[CH2:3][CH2:4][CH2:5][CH2:6][C:7]1([CH3:36])[C:16]2[C:11](=[CH:12][CH:13]=[CH:14][CH:15]=2)[C:10]([O-:17])=[C:9]([C:18]2[NH:23][C:22]3[CH:24]=[CH:25][C:26]([NH:28][S:29]([CH3:32])(=[O:31])=[O:30])=[CH:27][C:21]=3[S:20](=[O:34])(=[O:33])[N:19]=2)[C:8]1=[O:35].[Na+:40], predict the reactants needed to synthesize it. The reactants are: [CH3:1][C:2]([CH3:38])([CH3:37])[CH2:3][CH2:4][CH2:5][CH2:6][C:7]1([CH3:36])[C:16]2[C:11](=[CH:12][CH:13]=[CH:14][CH:15]=2)[C:10]([OH:17])=[C:9]([C:18]2[NH:23][C:22]3[CH:24]=[CH:25][C:26]([NH:28][S:29]([CH3:32])(=[O:31])=[O:30])=[CH:27][C:21]=3[S:20](=[O:34])(=[O:33])[N:19]=2)[C:8]1=[O:35].[OH-].[Na+:40]. (6) Given the product [ClH:1].[Cl:1][C:2]1[CH:3]=[CH:4][C:5]([C:8]2[C:17]3[C:12](=[CH:13][CH:14]=[C:15]([C:18]([NH2:20])=[O:19])[CH:16]=3)[CH:11]=[N:10][CH:9]=2)=[CH:6][CH:7]=1, predict the reactants needed to synthesize it. The reactants are: [Cl:1][C:2]1[CH:7]=[CH:6][C:5]([C:8]2[C:17]3[C:12](=[CH:13][CH:14]=[C:15]([C:18]([NH2:20])=[O:19])[CH:16]=3)[CH:11]=[N:10][CH:9]=2)=[CH:4][CH:3]=1.Cl.O1CCOCC1.